From a dataset of Forward reaction prediction with 1.9M reactions from USPTO patents (1976-2016). Predict the product of the given reaction. (1) Given the reactants [Cl-].[NH4+].C([N:6](CC)C(C)C)(C)C.[B-](F)(F)(F)F.CCOC(C(C#N)=NOC(N(C)C)=[N+](C)C)=O.[O:34]=[C:35]1[N:44]([CH2:45][CH2:46][CH3:47])[C:43](=[O:48])[C:42]2[C:37](=[CH:38][CH:39]=[C:40]([C:49]([C:51]3[N:55]4[CH:56]=[CH:57][CH:58]=[CH:59][C:54]4=[C:53]([C:60]4[CH:61]=[C:62]([CH:66]=[CH:67][CH:68]=4)[C:63](O)=[O:64])[N:52]=3)=[O:50])[CH:41]=2)[NH:36]1.C(=O)([O-])O.[Na+], predict the reaction product. The product is: [O:34]=[C:35]1[N:44]([CH2:45][CH2:46][CH3:47])[C:43](=[O:48])[C:42]2[C:37](=[CH:38][CH:39]=[C:40]([C:49]([C:51]3[N:55]4[CH:56]=[CH:57][CH:58]=[CH:59][C:54]4=[C:53]([C:60]4[CH:61]=[C:62]([CH:66]=[CH:67][CH:68]=4)[C:63]([NH2:6])=[O:64])[N:52]=3)=[O:50])[CH:41]=2)[NH:36]1. (2) Given the reactants [PH4+].[Br-].[Br:3][C:4]1[CH:5]=[CH:6][C:7]([I:30])=[C:8]([CH:29]=1)[CH2:9][P+](C1C=CC=CC=1)(C1C=CC=CC=1)C1C=CC=CC=1.CC(C)([O-])C.[K+].[Br:37][C:38]1[CH:39]=[CH:40][C:41]([I:46])=[C:42]([CH:45]=1)[CH:43]=O, predict the reaction product. The product is: [Br:37][C:38]1[CH:39]=[CH:40][C:41]([I:46])=[C:42](/[CH:43]=[CH:9]\[C:8]2[CH:29]=[C:4]([Br:3])[CH:5]=[CH:6][C:7]=2[I:30])[CH:45]=1. (3) Given the reactants [CH2:1]([O:7][C:8]1[CH:9]=[C:10]([CH:27]=[C:28]([O:37][CH2:38][CH2:39][CH2:40][CH2:41][CH2:42][CH3:43])[C:29]=1[O:30][CH2:31][CH2:32][CH2:33][CH2:34][CH2:35][CH3:36])[C:11]([NH:13][NH:14][C:15]([C:17]1[CH:26]=[CH:25][C:20]([C:21]([O:23][CH3:24])=[O:22])=[CH:19][CH:18]=1)=[O:16])=O)[CH2:2][CH2:3][CH2:4][CH2:5][CH3:6].O=P(Cl)(Cl)Cl, predict the reaction product. The product is: [CH2:38]([O:37][C:28]1[CH:27]=[C:10]([C:11]2[O:16][C:15]([C:17]3[CH:26]=[CH:25][C:20]([C:21]([O:23][CH3:24])=[O:22])=[CH:19][CH:18]=3)=[N:14][N:13]=2)[CH:9]=[C:8]([O:7][CH2:1][CH2:2][CH2:3][CH2:4][CH2:5][CH3:6])[C:29]=1[O:30][CH2:31][CH2:32][CH2:33][CH2:34][CH2:35][CH3:36])[CH2:39][CH2:40][CH2:41][CH2:42][CH3:43]. (4) Given the reactants [NH2:1][C:2]1[CH:23]=[CH:22][C:5]2[C:6](=[O:21])[C:7]3[C:8]([CH:19]=[CH:20][C:4]=2[CH:3]=1)=[N:9][CH:10]=[C:11]([C:13]1[CH:18]=[CH:17][CH:16]=[CH:15][CH:14]=1)[CH:12]=3.[CH2:24]([N:26]=[C:27]=[O:28])[CH3:25], predict the reaction product. The product is: [CH2:24]([NH:26][C:27]([NH:1][C:2]1[CH:23]=[CH:22][C:5]2[C:6](=[O:21])[C:7]3[C:8]([CH:19]=[CH:20][C:4]=2[CH:3]=1)=[N:9][CH:10]=[C:11]([C:13]1[CH:18]=[CH:17][CH:16]=[CH:15][CH:14]=1)[CH:12]=3)=[O:28])[CH3:25]. (5) Given the reactants Br[C:2]1[CH:7]=[CH:6][C:5]([C@H:8]2[CH2:13][N:12]([C:14]([O:16][C:17]([CH3:20])([CH3:19])[CH3:18])=[O:15])[CH2:11][CH2:10][N:9]2[C:21]([O:23][C:24]([CH3:27])([CH3:26])[CH3:25])=[O:22])=[CH:4][CH:3]=1.[CH3:28][O:29][C:30]1[CH:35]=[CH:34][C:33](B(O)O)=[CH:32][CH:31]=1.C(=O)([O-])[O-].[Na+].[Na+], predict the reaction product. The product is: [C:24]([O:23][C:21]([N:9]1[CH2:10][CH2:11][N:12]([C:14]([O:16][C:17]([CH3:20])([CH3:19])[CH3:18])=[O:15])[CH2:13][C@@H:8]1[C:5]1[CH:6]=[CH:7][C:2]([C:33]2[CH:34]=[CH:35][C:30]([O:29][CH3:28])=[CH:31][CH:32]=2)=[CH:3][CH:4]=1)=[O:22])([CH3:27])([CH3:26])[CH3:25]. (6) Given the reactants P([O-])(O)(O)=O.[Na+].Cl([O-])=O.[Na+].[OH:11]O.[CH3:13][O:14][C:15]1[C:16]([CH3:44])=[C:17]([C:35]([O:42][CH3:43])=[C:36]([O:40][CH3:41])[C:37]=1[O:38][CH3:39])[CH2:18][C:19]1[C:20]([O:27][CH2:28][C:29]2[CH:34]=[CH:33][CH:32]=[CH:31][CH:30]=2)=[C:21]([CH:24]=[CH:25][CH:26]=1)[CH:22]=[O:23], predict the reaction product. The product is: [CH3:13][O:14][C:15]1[C:16]([CH3:44])=[C:17]([C:35]([O:42][CH3:43])=[C:36]([O:40][CH3:41])[C:37]=1[O:38][CH3:39])[CH2:18][C:19]1[C:20]([O:27][CH2:28][C:29]2[CH:34]=[CH:33][CH:32]=[CH:31][CH:30]=2)=[C:21]([CH:24]=[CH:25][CH:26]=1)[C:22]([OH:11])=[O:23]. (7) Given the reactants [NH2:1][C:2]1[C:3]([NH:18][C@H:19]2[C:28]3[C:23](=[CH:24][CH:25]=[CH:26][CH:27]=3)[C:22](=[O:29])[CH2:21][CH2:20]2)=[N:4][C:5]([N:8]2[C:12]3[CH:13]=[C:14]([F:17])[CH:15]=[CH:16][C:11]=3[N:10]=[CH:9]2)=[N:6][CH:7]=1.C1N=CN([C:35](N2C=NC=C2)=[O:36])C=1, predict the reaction product. The product is: [F:17][C:14]1[CH:15]=[CH:16][C:11]2[N:10]=[CH:9][N:8]([C:5]3[N:4]=[C:3]4[C:2]([NH:1][C:35](=[O:36])[N:18]4[C@H:19]4[C:28]5[C:23](=[CH:24][CH:25]=[CH:26][CH:27]=5)[C:22](=[O:29])[CH2:21][CH2:20]4)=[CH:7][N:6]=3)[C:12]=2[CH:13]=1. (8) Given the reactants [CH:1]1[CH:10]=[CH:9][CH:8]=[C:7]2[C:2]=1[C:3]([C:18]([OH:20])=O)=[C:4]1[NH:17][C:16]3[C:11](=[CH:12][CH:13]=[CH:14][CH:15]=3)[C:5]1=[N:6]2.[CH3:21][N:22]([CH3:27])[CH2:23][CH:24]([NH2:26])C.[CH2:28](N(CC)CC)C, predict the reaction product. The product is: [CH3:21][N:22]([CH3:27])[CH:23]([CH3:28])[CH2:24][NH:26][C:18]([C:3]1[C:2]2[C:7](=[CH:8][CH:9]=[CH:10][CH:1]=2)[N:6]=[C:5]2[C:11]3[C:16]([NH:17][C:4]=12)=[CH:15][CH:14]=[CH:13][CH:12]=3)=[O:20]. (9) Given the reactants C[O:2][C:3]1[CH:4]=[C:5]([CH:9]([CH3:12])[CH2:10][NH2:11])[CH:6]=[CH:7][CH:8]=1.[BrH:13], predict the reaction product. The product is: [BrH:13].[NH2:11][CH2:10][CH:9]([C:5]1[CH:4]=[C:3]([OH:2])[CH:8]=[CH:7][CH:6]=1)[CH3:12]. (10) Given the reactants [I:1][C:2]1[C:10]2[C:5](=[N:6][CH:7]=[C:8]([C:11]3[CH:12]=[C:13]([C:17]([N:19]4[CH2:24][CH2:23][O:22][CH2:21][CH2:20]4)=[O:18])[CH:14]=[CH:15][CH:16]=3)[CH:9]=2)[NH:4][N:3]=1.[H-].[Na+].[CH3:27][Si:28]([CH2:31][CH2:32][O:33][CH2:34]Cl)([CH3:30])[CH3:29], predict the reaction product. The product is: [I:1][C:2]1[C:10]2[C:5](=[N:6][CH:7]=[C:8]([C:11]3[CH:12]=[C:13]([C:17]([N:19]4[CH2:20][CH2:21][O:22][CH2:23][CH2:24]4)=[O:18])[CH:14]=[CH:15][CH:16]=3)[CH:9]=2)[N:4]([CH2:34][O:33][CH2:32][CH2:31][Si:28]([CH3:30])([CH3:29])[CH3:27])[N:3]=1.[N:19]1([C:17]([C:13]2[CH:14]=[CH:15][CH:16]=[C:11]([C:8]3[CH:7]=[N:6][C:5]4=[N:4][N:3]([CH2:34][O:33][CH2:32][CH2:31][Si:28]([CH3:30])([CH3:29])[CH3:27])[CH:2]=[C:10]4[CH:9]=3)[CH:12]=2)=[O:18])[CH2:24][CH2:23][O:22][CH2:21][CH2:20]1.